Task: Binary Classification. Given a T-cell receptor sequence (or CDR3 region) and an epitope sequence, predict whether binding occurs between them.. Dataset: TCR-epitope binding with 47,182 pairs between 192 epitopes and 23,139 TCRs The epitope is EIYKRWII. The TCR CDR3 sequence is CASSFLRLAGGRDEQFF. Result: 1 (the TCR binds to the epitope).